From a dataset of Forward reaction prediction with 1.9M reactions from USPTO patents (1976-2016). Predict the product of the given reaction. (1) Given the reactants [Cl:1][C:2]1[CH:3]=[N:4][C:5]2[N:6]([N:8]=[C:9]([C:11]([OH:13])=O)[CH:10]=2)[CH:7]=1.[N:14]1[CH:19]=[C:18]([C:20]2[N:24]3[CH2:25][CH2:26][NH:27][CH2:28][C:23]3=[N:22][N:21]=2)[CH:17]=[N:16][CH:15]=1, predict the reaction product. The product is: [Cl:1][C:2]1[CH:3]=[N:4][C:5]2[N:6]([N:8]=[C:9]([C:11]([N:27]3[CH2:26][CH2:25][N:24]4[C:20]([C:18]5[CH:19]=[N:14][CH:15]=[N:16][CH:17]=5)=[N:21][N:22]=[C:23]4[CH2:28]3)=[O:13])[CH:10]=2)[CH:7]=1. (2) Given the reactants [NH2:1][CH:2]([C:5]1[CH:10]=[CH:9][C:8]([F:11])=[CH:7][CH:6]=1)[CH2:3][OH:4].[C:12](=O)([O-])[O-:13].[K+].[K+], predict the reaction product. The product is: [F:11][C:8]1[CH:9]=[CH:10][C:5]([CH:2]2[CH2:3][O:4][C:12](=[O:13])[NH:1]2)=[CH:6][CH:7]=1. (3) The product is: [C:18]([O:21][CH2:22][C:23]1[C:24]([N:38]2[CH2:49][CH2:48][N:47]3[C:40](=[CH:41][C:42]4[CH2:43][C:44]([CH3:51])([CH3:50])[CH2:45][C:46]=43)[C:39]2=[O:52])=[N:25][CH:26]=[CH:27][C:28]=1[C:2]1[CH:3]=[C:4]([NH:10][C:11]2[S:12][C:13]([CH2:16][CH3:17])=[N:14][N:15]=2)[C:5](=[O:9])[N:6]([CH3:8])[CH:7]=1)(=[O:20])[CH3:19]. Given the reactants Br[C:2]1[CH:3]=[C:4]([NH:10][C:11]2[S:12][C:13]([CH2:16][CH3:17])=[N:14][N:15]=2)[C:5](=[O:9])[N:6]([CH3:8])[CH:7]=1.[C:18]([O:21][CH2:22][C:23]1[C:24]([N:38]2[CH2:49][CH2:48][N:47]3[C:40](=[CH:41][C:42]4[CH2:43][C:44]([CH3:51])([CH3:50])[CH2:45][C:46]=43)[C:39]2=[O:52])=[N:25][CH:26]=[CH:27][C:28]=1B1OC(C)(C)C(C)(C)O1)(=[O:20])[CH3:19].[O-]P([O-])([O-])=O.[K+].[K+].[K+].CC(O[Na])=O, predict the reaction product. (4) Given the reactants [Cl:1][C:2]1[C:3]([F:10])=[C:4]([O:8][CH3:9])[CH:5]=[CH:6][CH:7]=1.C([Li])CCC.CN([CH:19]=[O:20])C.Cl, predict the reaction product. The product is: [Cl:1][C:2]1[C:3]([F:10])=[C:4]([O:8][CH3:9])[CH:5]=[CH:6][C:7]=1[CH:19]=[O:20].